The task is: Predict the reactants needed to synthesize the given product.. This data is from Full USPTO retrosynthesis dataset with 1.9M reactions from patents (1976-2016). (1) Given the product [CH3:35][S:36]([O:18][CH2:17][C:14]1([C:12]2[NH:13][C:9]([C:3]3[CH:4]=[CH:5][C:6]([F:8])=[CH:7][C:2]=3[F:1])=[C:10]([C:19]3[N:24]=[C:23]4[O:25][C:26]([NH:28][C@@H:29]([CH3:34])[CH2:30][O:31][CH2:32][CH3:33])=[N:27][C:22]4=[CH:21][CH:20]=3)[N:11]=2)[CH2:15][CH2:16]1)(=[O:38])=[O:37], predict the reactants needed to synthesize it. The reactants are: [F:1][C:2]1[CH:7]=[C:6]([F:8])[CH:5]=[CH:4][C:3]=1[C:9]1[NH:13][C:12]([C:14]2([CH2:17][OH:18])[CH2:16][CH2:15]2)=[N:11][C:10]=1[C:19]1[N:24]=[C:23]2[O:25][C:26]([NH:28][C@@H:29]([CH3:34])[CH2:30][O:31][CH2:32][CH3:33])=[N:27][C:22]2=[CH:21][CH:20]=1.[CH3:35][S:36](O)(=[O:38])=[O:37]. (2) Given the product [CH3:1][O:2][CH2:3][O:4][C:5]1[CH:12]=[CH:11][C:8]([CH:9]=[CH:15][C:16](=[O:17])[CH3:18])=[CH:7][C:6]=1[O:13][CH3:14], predict the reactants needed to synthesize it. The reactants are: [CH3:1][O:2][CH2:3][O:4][C:5]1[CH:12]=[CH:11][C:8]([CH:9]=O)=[CH:7][C:6]=1[O:13][CH3:14].[CH3:15][C:16]([CH3:18])=[O:17].[OH-].[Na+].O. (3) Given the product [F:12][C:13]1[CH:22]=[CH:21][C:16]2[N:17]=[C:18]([S:20][CH2:10][CH2:9][N:6]3[CH2:7][CH2:8][N:3]([CH:1]=[O:2])[CH2:4][CH2:5]3)[NH:19][C:15]=2[CH:14]=1, predict the reactants needed to synthesize it. The reactants are: [CH:1]([N:3]1[CH2:8][CH2:7][N:6]([CH2:9][CH2:10]O)[CH2:5][CH2:4]1)=[O:2].[F:12][C:13]1[CH:22]=[CH:21][C:16]2[N:17]=[C:18]([SH:20])[NH:19][C:15]=2[CH:14]=1.C(N(C(C)C)CC)(C)C.[I-].C(C[P+](C)(C)C)#N. (4) Given the product [F:1][C:2]1[C:7]2[N:8]=[CH:9][S:10][C:6]=2[CH:5]=[C:4]([C:11]([O:13][CH3:14])=[O:12])[C:3]=1[NH:15][C:16]1[CH:21]=[CH:20][C:19]([I:30])=[CH:18][C:17]=1[F:22], predict the reactants needed to synthesize it. The reactants are: [F:1][C:2]1[C:7]2[N:8]=[CH:9][S:10][C:6]=2[CH:5]=[C:4]([C:11]([O:13][CH3:14])=[O:12])[C:3]=1[NH:15][C:16]1[CH:21]=[CH:20][CH:19]=[CH:18][C:17]=1[F:22].C1C(=O)N([I:30])C(=O)C1.FC(F)(F)C(O)=O.O.